Dataset: Catalyst prediction with 721,799 reactions and 888 catalyst types from USPTO. Task: Predict which catalyst facilitates the given reaction. (1) Reactant: [NH2:1][C:2]1[O:6][C:5]([C:7]([O:9][CH3:10])=[O:8])=[CH:4][CH:3]=1.N1C=CC=CC=1.Cl[C:18]([O:20][CH2:21][C:22]([Cl:25])([Cl:24])[Cl:23])=[O:19].O. Product: [Cl:23][C:22]([Cl:25])([Cl:24])[CH2:21][O:20][C:18]([NH:1][C:2]1[O:6][C:5]([C:7]([O:9][CH3:10])=[O:8])=[CH:4][CH:3]=1)=[O:19]. The catalyst class is: 7. (2) The catalyst class is: 2. Reactant: [ClH:1].[C:2]1([CH2:12][N:13]2[CH2:18][CH2:17][CH2:16][C:15]3([CH2:23][CH2:22][N:21](C(OC(C)(C)C)=O)[CH2:20][CH2:19]3)[C:14]2=[O:31])[C:11]2[C:6](=[CH:7][CH:8]=[CH:9][CH:10]=2)[CH:5]=[CH:4][CH:3]=1. Product: [ClH:1].[C:2]1([CH2:12][N:13]2[CH2:18][CH2:17][CH2:16][C:15]3([CH2:23][CH2:22][NH:21][CH2:20][CH2:19]3)[C:14]2=[O:31])[C:11]2[C:6](=[CH:7][CH:8]=[CH:9][CH:10]=2)[CH:5]=[CH:4][CH:3]=1. (3) Reactant: [CH:1]([C:3]1[CH:12]=[CH:11][CH:10]=[C:9]2[C:4]=1[CH:5]=[CH:6][CH:7]=[C:8]2[O:13][C:14]1[CH:22]=[CH:21][C:17]([C:18]([NH2:20])=[O:19])=[CH:16][N:15]=1)=O.[Cl-].[F:24][C:25]1([F:32])[CH2:30][CH2:29][CH:28]([NH3+:31])[CH2:27][CH2:26]1.CCN(C(C)C)C(C)C.[BH4-].[Na+]. Product: [F:24][C:25]1([F:32])[CH2:30][CH2:29][CH:28]([NH:31][CH2:1][C:3]2[CH:12]=[CH:11][CH:10]=[C:9]3[C:4]=2[CH:5]=[CH:6][CH:7]=[C:8]3[O:13][C:14]2[CH:22]=[CH:21][C:17]([C:18]([NH2:20])=[O:19])=[CH:16][N:15]=2)[CH2:27][CH2:26]1. The catalyst class is: 24. (4) Reactant: [F:1][C:2]1[CH:7]=[CH:6][C:5]([NH:8][C:9]2[N:17]=[CH:16][CH:15]=[CH:14][C:10]=2[C:11]([OH:13])=O)=[CH:4][C:3]=1[O:18][CH3:19].Cl.[NH2:21][C:22]([CH3:27])([CH2:25][CH3:26])[C:23]#[CH:24].C1C=CC2N(O)N=NC=2C=1.CCN=C=NCCCN(C)C.CCN(C(C)C)C(C)C. Product: [F:1][C:2]1[CH:7]=[CH:6][C:5]([NH:8][C:9]2[N:17]=[CH:16][CH:15]=[CH:14][C:10]=2[C:11]([NH:21][C:22]([CH3:27])([CH2:25][CH3:26])[C:23]#[CH:24])=[O:13])=[CH:4][C:3]=1[O:18][CH3:19]. The catalyst class is: 2. (5) Reactant: [OH:1][CH2:2][CH2:3][N:4]([CH2:23][CH2:24][OH:25])[CH2:5][CH2:6][CH2:7][O:8][C:9]1[CH:14]=[CH:13][C:12]([C:15]([C:17]2[CH:22]=[CH:21][CH:20]=[CH:19][CH:18]=2)=[O:16])=[CH:11][CH:10]=1.[C:26]1([CH3:37])[CH:31]=[CH:30][C:29]([S:32]([O:35]C)(=[O:34])=[O:33])=[CH:28][CH:27]=1. Product: [C:26]1([CH3:37])[CH:27]=[CH:28][C:29]([S:32]([O-:35])(=[O:33])=[O:34])=[CH:30][CH:31]=1.[C:15]([C:12]1[CH:13]=[CH:14][C:9]([O:8][CH2:7][CH2:6][CH2:5][N+:4]([CH2:23][CH2:24][OH:25])([CH2:3][CH2:2][OH:1])[CH3:26])=[CH:10][CH:11]=1)(=[O:16])[C:17]1[CH:22]=[CH:21][CH:20]=[CH:19][CH:18]=1. The catalyst class is: 3. (6) Reactant: [CH3:1][C:2]1[CH:3]=[C:4]([CH:9]=[CH:10][C:11]#[N:12])[CH:5]=[CH:6][C:7]=1[CH3:8].CS(O)(=O)=O. Product: [CH3:1][C:2]1[CH:3]=[C:4]([CH2:9][CH2:10][CH2:11][NH2:12])[CH:5]=[CH:6][C:7]=1[CH3:8]. The catalyst class is: 123. (7) Reactant: [CH3:1][O:2][CH2:3][O:4][C:5]1[CH:10]=[CH:9][CH:8]=[C:7]([NH2:11])[CH:6]=1.[O:12](C(OC(C)(C)C)=O)[C:13]([O:15][C:16]([CH3:19])([CH3:18])[CH3:17])=O. Product: [C:16]([O:15][C:13]([NH:11][C:7]1[CH:8]=[CH:9][CH:10]=[C:5]([O:4][CH2:3][O:2][CH3:1])[CH:6]=1)=[O:12])([CH3:19])([CH3:18])[CH3:17]. The catalyst class is: 1. (8) Reactant: C(=O)([O-])[O-].[Na+].[Na+].[CH3:7][C:8]1[CH:13]=[CH:12][C:11]([S:14]([O:17][C@H:18]2[CH2:22][NH:21][C@@H:20]3[C@@H:23]([OH:26])[CH2:24][O:25][C@H:19]23)(=[O:16])=[O:15])=[CH:10][CH:9]=1.Cl[C:28]([O:30][CH2:31][C:32]1[CH:37]=[CH:36][CH:35]=[CH:34][CH:33]=1)=[O:29]. The catalyst class is: 127. Product: [OH:26][C@@H:23]1[C@H:20]2[N:21]([C:28]([O:30][CH2:31][C:32]3[CH:37]=[CH:36][CH:35]=[CH:34][CH:33]=3)=[O:29])[CH2:22][C@H:18]([O:17][S:14]([C:11]3[CH:12]=[CH:13][C:8]([CH3:7])=[CH:9][CH:10]=3)(=[O:16])=[O:15])[C@H:19]2[O:25][CH2:24]1.